Task: Predict the reaction yield, written as a fraction of the theoretical maximum amount of product (1.0 means a 100% yield; for example, 0.34 means a 34% yield).. Dataset: Reaction yield outcomes from USPTO patents with 853,638 reactions (1) The reactants are [CH:1]1([NH:7][CH3:8])[CH2:6][CH2:5][CH2:4][CH2:3][CH2:2]1.C[N:10]1[C:15]2[CH:16]=[CH:17][CH:18]=[CH:19][C:14]=2[C:13](=[O:20])O[C:11]1=O. The catalyst is O1CCOCC1. The product is [CH:1]1([N:7]([CH3:8])[C:13](=[O:20])[C:14]2[CH:19]=[CH:18][CH:17]=[CH:16][C:15]=2[NH:10][CH3:11])[CH2:6][CH2:5][CH2:4][CH2:3][CH2:2]1. The yield is 0.970. (2) The reactants are O.N.Cl.C[N:5](C)CCCN=C=NCC.[S:15]1[CH:19]=[CH:18][C:17]2[C:20]([N:24]3[CH2:29][CH2:28][N:27]([CH2:30][CH2:31][CH2:32][O:33][CH:34]4[CH2:39][CH2:38][CH:37]([C:40](O)=[O:41])[CH2:36][CH2:35]4)[CH2:26][CH2:25]3)=[CH:21][CH:22]=[CH:23][C:16]1=2. The catalyst is CN(C)C1C=CN=CC=1.ClCCl. The product is [S:15]1[CH:19]=[CH:18][C:17]2[C:20]([N:24]3[CH2:29][CH2:28][N:27]([CH2:30][CH2:31][CH2:32][O:33][CH:34]4[CH2:39][CH2:38][CH:37]([C:40]([NH2:5])=[O:41])[CH2:36][CH2:35]4)[CH2:26][CH2:25]3)=[CH:21][CH:22]=[CH:23][C:16]1=2. The yield is 0.220. (3) The reactants are [C:1]([O:5][C:6]([N:8]1[CH2:13][CH2:12][CH:11]([C:14]2[CH:15]=[C:16]3[C:25](=[CH:26][C:27]=2Br)[O:24][CH2:23][C:22]2[N:17]3[CH:18]([CH3:30])[C:19](=[O:29])[NH:20][N:21]=2)[CH2:10][CH2:9]1)=[O:7])([CH3:4])([CH3:3])[CH3:2].C(OC(N1CC=C(B2OC(C)(C)C(C)(C)O2)CC1)=O)(C)(C)C.C([O-])([O-])=O.[K+].[K+]. The catalyst is O1CCOCC1.O. The product is [C:1]([O:5][C:6]([N:8]1[CH2:9][CH:10]=[C:11]([C:14]2[CH:15]=[C:16]3[C:25](=[CH:26][CH:27]=2)[O:24][CH2:23][C:22]2[N:17]3[CH:18]([CH3:30])[C:19](=[O:29])[NH:20][N:21]=2)[CH2:12][CH2:13]1)=[O:7])([CH3:4])([CH3:2])[CH3:3]. The yield is 0.870. (4) The product is [N+:1]([C:4]1[CH:5]=[CH:6][C:7]([C:11]([F:12])([F:13])[F:14])=[C:8]([NH:9][C:24](=[O:27])[CH:25]=[CH2:26])[CH:10]=1)([O-:3])=[O:2]. The catalyst is ClCCl.CO.O. The reactants are [N+:1]([C:4]1[CH:5]=[CH:6][C:7]([C:11]([F:14])([F:13])[F:12])=[C:8]([CH:10]=1)[NH2:9])([O-:3])=[O:2].C(N(C(C)C)CC)(C)C.[C:24](Cl)(=[O:27])[CH:25]=[CH2:26].C(=O)([O-])[O-].[K+].[K+]. The yield is 0.310.